This data is from Reaction yield outcomes from USPTO patents with 853,638 reactions. The task is: Predict the reaction yield, written as a fraction of the theoretical maximum amount of product (1.0 means a 100% yield; for example, 0.34 means a 34% yield). (1) The reactants are [H-].[Al+3].[Li+].[H-].[H-].[H-].[OH:7][CH2:8][C:9]1[CH:10]=[CH:11][C:12]([CH2:16][C:17]2[CH:22]=[CH:21][C:20](SC)=[CH:19][CH:18]=2)=[C:13]([OH:15])[CH:14]=1. The catalyst is O1CCCC1. The product is [OH:7][CH2:8][C:9]1[CH:10]=[CH:11][C:12]([CH2:16][C:17]2[CH:22]=[CH:21][C:20]([CH2:14][CH2:9][CH2:8][OH:7])=[CH:19][CH:18]=2)=[C:13]([OH:15])[CH:14]=1. The yield is 0.440. (2) The reactants are C(Cl)(=O)C(Cl)=O.CN(C=O)C.[NH2:12][C:13]1[CH:21]=[CH:20][C:16]([C:17]([OH:19])=O)=[CH:15][CH:14]=1.N1C=CC=CC=1.[CH3:28][C:29]1[CH:34]=[CH:33][CH:32]=[C:31]([CH3:35])[C:30]=1[NH2:36].C(N)CN. The catalyst is C(Cl)Cl. The product is [NH2:12][C:13]1[CH:14]=[CH:15][C:16]([C:17]([NH:36][C:30]2[C:31]([CH3:35])=[CH:32][CH:33]=[CH:34][C:29]=2[CH3:28])=[O:19])=[CH:20][CH:21]=1. The yield is 0.700. (3) The reactants are [Br:1][C:2]1[CH:3]=[C:4]2[C:10](I)=[CH:9][N:8]([S:12]([C:15]3[CH:21]=[CH:20][C:18]([CH3:19])=[CH:17][CH:16]=3)(=[O:14])=[O:13])[C:5]2=[N:6][CH:7]=1.N1[C:30]2[C:25](=[CH:26][C:27](B(O)O)=[CH:28][CH:29]=2)C=C1.C([O-])([O-])=[O:35].[Na+].[Na+]. The catalyst is CC#N.Cl[Pd](Cl)([P](C1C=CC=CC=1)(C1C=CC=CC=1)C1C=CC=CC=1)[P](C1C=CC=CC=1)(C1C=CC=CC=1)C1C=CC=CC=1. The product is [Br:1][C:2]1[CH:3]=[C:4]2[C:10]([C:30]3[CH:25]=[CH:26][C:27]([OH:35])=[CH:28][CH:29]=3)=[CH:9][N:8]([S:12]([C:15]3[CH:21]=[CH:20][C:18]([CH3:19])=[CH:17][CH:16]=3)(=[O:14])=[O:13])[C:5]2=[N:6][CH:7]=1. The yield is 0.760. (4) The reactants are C[C@@H]1CO[C@@]2([O:9][C@H:8]3[CH2:10][C@H:11]4[C@@H:16]5[CH2:17][CH2:18][C@@H:19]6[CH2:24][C@@H:23]([OH:25])[CH2:22][CH2:21][C@:20]6([CH3:26])[C@H:15]5[CH2:14][CH2:13][C@:12]4([CH3:27])[C@H:7]3[C@@H:6]2[CH3:28])CC1.C(O)(=O)C1C=CC=C(C(O)=O)C=1.OO.[OH-].[K+]. The catalyst is C(O)(=O)C.C(OC(=O)C)(=O)C. The product is [OH:25][C@H:23]1[CH2:22][CH2:21][C@@:20]2([CH3:26])[C@H:19]([CH2:18][CH2:17][C@@H:16]3[C@@H:15]2[CH2:14][CH2:13][C@@:12]2([CH3:27])[C@H:11]3[CH2:28][CH:6]=[C:7]2[C:8](=[O:9])[CH3:10])[CH2:24]1. The yield is 0.800. (5) The reactants are [OH:1][C:2]1[C:10]([CH:11]=[O:12])=[CH:9][C:8]([I:13])=[C:7]2[C:3]=1[CH:4]([O:24][CH3:25])[N:5]([C:15]([CH3:23])([C:17]1[CH:22]=[CH:21][CH:20]=[CH:19][CH:18]=1)[CH3:16])[C:6]2=[O:14].C(N(CC)CC)C.[CH3:33][S:34](Cl)(=[O:36])=[O:35]. The catalyst is ClCCl. The product is [CH3:33][S:34]([O:1][C:2]1[C:10]([CH:11]=[O:12])=[CH:9][C:8]([I:13])=[C:7]2[C:3]=1[CH:4]([O:24][CH3:25])[N:5]([C:15]([CH3:16])([C:17]1[CH:18]=[CH:19][CH:20]=[CH:21][CH:22]=1)[CH3:23])[C:6]2=[O:14])(=[O:36])=[O:35]. The yield is 0.580. (6) The reactants are C([NH:4][C:5]1[CH:12]=[CH:11][C:8]([CH:9]=[O:10])=[CH:7][C:6]=1[N+:13]([O-:15])=[O:14])(=O)C.Cl. The catalyst is CO. The product is [NH2:4][C:5]1[CH:12]=[CH:11][C:8]([CH:9]=[O:10])=[CH:7][C:6]=1[N+:13]([O-:15])=[O:14]. The yield is 0.980.